Dataset: Full USPTO retrosynthesis dataset with 1.9M reactions from patents (1976-2016). Task: Predict the reactants needed to synthesize the given product. (1) Given the product [C:1]([N:4]1[C:13]2[C:8](=[CH:9][C:10]([C:14]3[N:15]=[N:16][N:17]([CH2:19][CH2:20][OH:21])[CH:18]=3)=[CH:11][CH:12]=2)[C@H:7]([NH:29][C:32]2[C:37]([CH3:38])=[CH:36][CH:35]=[CH:34][N:33]=2)[CH2:6][C@@H:5]1[CH3:30])(=[O:3])[CH3:2], predict the reactants needed to synthesize it. The reactants are: [C:1]([N:4]1[C:13]2[C:8](=[CH:9][C:10]([C:14]3[N:15]=[N:16][N:17]([CH2:19][CH2:20][O:21][Si](C(C)(C)C)(C)C)[CH:18]=3)=[CH:11][CH:12]=2)[C@H:7]([NH2:29])[CH2:6][C@@H:5]1[CH3:30])(=[O:3])[CH3:2].Cl[C:32]1[C:37]([CH3:38])=[CH:36][CH:35]=[CH:34][N:33]=1.CC(C)([O-])C.[Na+].C1(P(C2CCCCC2)C2C=CC=CC=2C2C(N(C)C)=CC=CC=2)CCCCC1. (2) Given the product [C:19]1([CH:7]([C:1]2[CH:2]=[CH:3][CH:4]=[CH:5][CH:6]=2)[O:8][CH:9]2[CH2:14][CH2:13][N:12]([CH2:15][CH2:16][CH2:17][NH:18][C:26]3[CH:27]=[CH:28][C:29]4[N:30]([CH:32]=[C:33]([C:35]([CH3:41])([CH3:42])[C:36]([O:38][CH2:39][CH3:40])=[O:37])[N:34]=4)[N:31]=3)[CH2:11][CH2:10]2)[CH:24]=[CH:23][CH:22]=[CH:21][CH:20]=1, predict the reactants needed to synthesize it. The reactants are: [C:1]1([CH:7]([C:19]2[CH:24]=[CH:23][CH:22]=[CH:21][CH:20]=2)[O:8][CH:9]2[CH2:14][CH2:13][N:12]([CH2:15][CH2:16][CH2:17][NH2:18])[CH2:11][CH2:10]2)[CH:6]=[CH:5][CH:4]=[CH:3][CH:2]=1.Cl[C:26]1[CH:27]=[CH:28][C:29]2[N:30]([CH:32]=[C:33]([C:35]([CH3:42])([CH3:41])[C:36]([O:38][CH2:39][CH3:40])=[O:37])[N:34]=2)[N:31]=1.C(=O)([O-])[O-].[Na+].[Na+].C(OCC)(=O)C. (3) Given the product [CH3:21][O:22][C:23]1[CH:30]=[C:29]([CH2:31][CH2:32][N:18]2[CH2:19][CH2:20][N:15]([CH2:14][CH2:13][C:4]3[C:3]([CH3:2])=[C:11]4[C:7](=[CH:6][CH:5]=3)[C:8](=[O:12])[O:9][CH2:10]4)[CH2:16][CH2:17]2)[CH:28]=[CH:27][C:24]=1[C:25]#[N:26], predict the reactants needed to synthesize it. The reactants are: Cl.[CH3:2][C:3]1[C:11]2[CH2:10][O:9][C:8](=[O:12])[C:7]=2[CH:6]=[CH:5][C:4]=1[CH2:13][CH2:14][N:15]1[CH2:20][CH2:19][NH:18][CH2:17][CH2:16]1.[CH3:21][O:22][C:23]1[CH:30]=[C:29]([CH2:31][CH:32]=O)[CH:28]=[CH:27][C:24]=1[C:25]#[N:26]. (4) The reactants are: [CH3:1][N:2]([C:17]1[CH:22]=[CH:21][C:20]([NH:23][C:24]([NH:26][C:27]2[CH:32]=[CH:31][CH:30]=[CH:29][CH:28]=2)=[O:25])=[CH:19][CH:18]=1)[S:3]([C:6]1[S:7][C:8]([C:11]2[CH2:16][CH2:15][CH2:14][CH2:13][CH:12]=2)=[CH:9][CH:10]=1)(=[O:5])=[O:4].[H][H]. Given the product [CH3:1][N:2]([C:17]1[CH:22]=[CH:21][C:20]([NH:23][C:24]([NH:26][C:27]2[CH:28]=[CH:29][CH:30]=[CH:31][CH:32]=2)=[O:25])=[CH:19][CH:18]=1)[S:3]([C:6]1[S:7][C:8]([CH:11]2[CH2:12][CH2:13][CH2:14][CH2:15][CH2:16]2)=[CH:9][CH:10]=1)(=[O:5])=[O:4], predict the reactants needed to synthesize it. (5) Given the product [C:21]([C:23]1[CH:24]=[C:25]([CH:29]=[CH:30][CH:31]=1)[C:26]([NH:1][CH2:2][C@@H:3]([OH:20])[CH2:4][N:5]1[CH2:10][CH2:9][CH:8]([O:11][C:12]2[CH:17]=[CH:16][C:15]([Cl:18])=[C:14]([Cl:19])[CH:13]=2)[CH2:7][CH2:6]1)=[O:27])#[N:22], predict the reactants needed to synthesize it. The reactants are: [NH2:1][CH2:2][C@@H:3]([OH:20])[CH2:4][N:5]1[CH2:10][CH2:9][CH:8]([O:11][C:12]2[CH:17]=[CH:16][C:15]([Cl:18])=[C:14]([Cl:19])[CH:13]=2)[CH2:7][CH2:6]1.[C:21]([C:23]1[CH:24]=[C:25]([CH:29]=[CH:30][CH:31]=1)[C:26](O)=[O:27])#[N:22]. (6) Given the product [CH3:1][C:2]([CH3:23])([S@@:4]([NH:6][C@H:7]([C:17]1[CH:22]=[CH:21][CH:20]=[CH:19][CH:18]=1)[C:8]1[CH:16]=[CH:15][C:11]([C:12]([NH:33][C:31]2[S:32][C:28]3[CH:27]=[C:26]([O:25][CH3:24])[CH:35]=[CH:34][C:29]=3[N:30]=2)=[O:13])=[CH:10][CH:9]=1)=[O:5])[CH3:3], predict the reactants needed to synthesize it. The reactants are: [CH3:1][C:2]([CH3:23])([S@@:4]([NH:6][C@H:7]([C:17]1[CH:22]=[CH:21][CH:20]=[CH:19][CH:18]=1)[C:8]1[CH:16]=[CH:15][C:11]([C:12](O)=[O:13])=[CH:10][CH:9]=1)=[O:5])[CH3:3].[CH3:24][O:25][C:26]1[CH:35]=[CH:34][C:29]2[N:30]=[C:31]([NH2:33])[S:32][C:28]=2[CH:27]=1.